Dataset: Catalyst prediction with 721,799 reactions and 888 catalyst types from USPTO. Task: Predict which catalyst facilitates the given reaction. (1) Reactant: Cl[CH2:2][CH2:3][O:4][C:5]([O:7][CH:8]([CH3:10])[CH3:9])=[O:6].C1CCC(NC2CCCCC2)CC1.[C:24]([OH:31])(=[O:30])/[CH:25]=[CH:26]/[C:27]([OH:29])=[O:28]. Product: [CH3:9][CH:8]([O:7][C:5]([O:4][CH2:3][CH2:2][O:29][C:27](/[CH:26]=[CH:25]/[C:24]([OH:31])=[O:30])=[O:28])=[O:6])[CH3:10]. The catalyst class is: 60. (2) Reactant: [Cl:1][C:2]1[CH:7]=[CH:6][C:5]([C:8]2[C:9]([O:24][CH2:25][CH2:26][CH2:27][CH2:28][C:29](O)=[O:30])=[N:10][CH:11]=[C:12]([C:14](=[O:23])[NH:15][C@@H:16]3[CH2:21][CH2:20][CH2:19][CH2:18][C@H:17]3[OH:22])[CH:13]=2)=[CH:4][CH:3]=1.CN(C(O[N:40]1N=N[C:42]2[CH:43]=[CH:44]C=C[C:41]1=2)=[N+](C)C)C.[B-](F)(F)(F)F.C(N(CC)C(C)C)(C)C. Product: [CH2:41]([NH:40][C:29]([CH2:28][CH2:27][CH2:26][CH2:25][O:24][C:9]1[C:8]([C:5]2[CH:6]=[CH:7][C:2]([Cl:1])=[CH:3][CH:4]=2)=[CH:13][C:12]([C:14]([NH:15][C@@H:16]2[CH2:21][CH2:20][CH2:19][CH2:18][C@H:17]2[OH:22])=[O:23])=[CH:11][N:10]=1)=[O:30])[CH2:42][CH2:43][CH3:44]. The catalyst class is: 3. (3) Reactant: [CH2:1]([O:8][C:9]1[CH:17]=[C:16]([O:18][CH2:19][C:20]2[CH:25]=[CH:24][CH:23]=[CH:22][CH:21]=2)[C:15]([CH:26]([CH3:28])[CH3:27])=[CH:14][C:10]=1[C:11](Cl)=[O:12])[C:2]1[CH:7]=[CH:6][CH:5]=[CH:4][CH:3]=1.[CH3:29][N:30]([CH3:39])[CH2:31][CH2:32][N:33]1[CH2:38][CH2:37][NH:36][CH2:35][CH2:34]1.C(N(CC)CC)C. Product: [CH2:1]([O:8][C:9]1[CH:17]=[C:16]([O:18][CH2:19][C:20]2[CH:25]=[CH:24][CH:23]=[CH:22][CH:21]=2)[C:15]([CH:26]([CH3:28])[CH3:27])=[CH:14][C:10]=1[C:11]([N:36]1[CH2:37][CH2:38][N:33]([CH2:32][CH2:31][N:30]([CH3:39])[CH3:29])[CH2:34][CH2:35]1)=[O:12])[C:2]1[CH:7]=[CH:6][CH:5]=[CH:4][CH:3]=1. The catalyst class is: 2. (4) Reactant: [NH2:1][C@H:2]([CH2:25][OH:26])[CH2:3][CH2:4][C:5]1[CH:10]=[CH:9][C:8]([NH:11][S:12]([C:15]2[C:16]3[CH:17]=[CH:18][N:19]=[CH:20][C:21]=3[CH:22]=[CH:23][CH:24]=2)(=[O:14])=[O:13])=[CH:7][CH:6]=1.C([O-])(=O)C.[Na+].[N:32]#[C:33]Br.N. Product: [NH2:32][C:33]1[O:26][CH2:25][C@H:2]([CH2:3][CH2:4][C:5]2[CH:10]=[CH:9][C:8]([NH:11][S:12]([C:15]3[C:16]4[CH:17]=[CH:18][N:19]=[CH:20][C:21]=4[CH:22]=[CH:23][CH:24]=3)(=[O:14])=[O:13])=[CH:7][CH:6]=2)[N:1]=1. The catalyst class is: 5.